This data is from Catalyst prediction with 721,799 reactions and 888 catalyst types from USPTO. The task is: Predict which catalyst facilitates the given reaction. (1) Reactant: [OH:1][C:2]1[CH:7]=[CH:6][C:5]([CH2:8][C:9]([O:11][CH3:12])=[O:10])=[CH:4][CH:3]=1.[Br:13]Br.[O-]S([O-])(=S)=O.[Na+].[Na+]. Product: [Br:13][C:7]1[CH:6]=[C:5]([CH2:8][C:9]([O:11][CH3:12])=[O:10])[CH:4]=[CH:3][C:2]=1[OH:1]. The catalyst class is: 15. (2) Reactant: [C:1]([N:4]1[C@@H:10]([CH3:11])[C@H:9]([NH:12][C:13](=[O:25])[C@@H:14]([N:16](C)[C:17](=O)OC(C)(C)C)[CH3:15])[C:8](=[O:26])[N:7]([CH2:27][C:28]2[C:36]3[C:31](=[CH:32][CH:33]=[CH:34][CH:35]=3)[N:30]([C:37]3[CH:42]=[CH:41][CH:40]=[CH:39][C:38]=3[C:43]#[N:44])[N:29]=2)[C:6]2[CH:45]=[CH:46][CH:47]=[CH:48][C:5]1=2)(=[O:3])[CH3:2].C(O)(C(F)(F)F)=O. Product: [C:1]([N:4]1[C@@H:10]([CH3:11])[C@H:9]([NH:12][C:13](=[O:25])[C@@H:14]([NH:16][CH3:17])[CH3:15])[C:8](=[O:26])[N:7]([CH2:27][C:28]2[C:36]3[C:31](=[CH:32][CH:33]=[CH:34][CH:35]=3)[N:30]([C:37]3[CH:42]=[CH:41][CH:40]=[CH:39][C:38]=3[C:43]#[N:44])[N:29]=2)[C:6]2[CH:45]=[CH:46][CH:47]=[CH:48][C:5]1=2)(=[O:3])[CH3:2]. The catalyst class is: 2. (3) Reactant: [Br:1][C:2]1[CH:3]=[C:4]([CH:7]=O)[O:5][CH:6]=1.[NH:9]1[CH2:13][CH2:12][CH2:11][CH2:10]1.C(Cl)Cl.C(O[BH-](OC(=O)C)OC(=O)C)(=O)C.[Na+]. Product: [Br:1][C:2]1[CH:3]=[C:4]([CH2:7][N:9]2[CH2:13][CH2:12][CH2:11][CH2:10]2)[O:5][CH:6]=1. The catalyst class is: 25.